Dataset: CYP3A4 inhibition data for predicting drug metabolism from PubChem BioAssay. Task: Regression/Classification. Given a drug SMILES string, predict its absorption, distribution, metabolism, or excretion properties. Task type varies by dataset: regression for continuous measurements (e.g., permeability, clearance, half-life) or binary classification for categorical outcomes (e.g., BBB penetration, CYP inhibition). Dataset: cyp3a4_veith. (1) The molecule is O=C(O)[C@@H]1CS[C@@]2(CCCN(Cc3ccccc3)C2)N1. The result is 0 (non-inhibitor). (2) The compound is COc1cccc(Cn2c(=O)c(C)nc3cnc(Nc4cccc(OC)c4)nc32)c1. The result is 1 (inhibitor). (3) The drug is Cc1ccc(C)c(-c2nn(-c3cc(N4CCN(CCO)CC4)ccc3[N+](=O)[O-])c(=O)c3ccccc23)c1. The result is 1 (inhibitor). (4) The drug is Cc1ccc(S(=O)(=O)N/N=C\c2ccccc2OCc2ccccc2)cc1. The result is 1 (inhibitor). (5) The molecule is O=C(O)c1ccc(C(=O)O)c(C(=O)Nc2ccc3c(c2)Cc2ccccc2-3)c1. The result is 0 (non-inhibitor). (6) The molecule is CC(=NCC(=O)O)c1ccccc1. The result is 0 (non-inhibitor).